Dataset: Reaction yield outcomes from USPTO patents with 853,638 reactions. Task: Predict the reaction yield, written as a fraction of the theoretical maximum amount of product (1.0 means a 100% yield; for example, 0.34 means a 34% yield). (1) The reactants are [N+:1]([C:4]1[CH:19]=[CH:18][C:7]([O:8][CH2:9][CH2:10][CH2:11][CH2:12][C:13]([O:15][CH2:16][CH3:17])=[O:14])=[CH:6][CH:5]=1)([O-])=O. The catalyst is CO.[Pd]. The product is [NH2:1][C:4]1[CH:5]=[CH:6][C:7]([O:8][CH2:9][CH2:10][CH2:11][CH2:12][C:13]([O:15][CH2:16][CH3:17])=[O:14])=[CH:18][CH:19]=1. The yield is 0.760. (2) The reactants are [CH3:1][P:2]1(=[O:21])[CH2:7][CH2:6][N:5]([CH:8]2[CH2:13][CH2:12][N:11]([C:14](OC(C)(C)C)=O)[CH2:10][CH2:9]2)[CH2:4][CH2:3]1.FC(F)(F)C(O)=O.C(=O)([O-])[O-].[K+].[K+].FC1[CH:37]=[CH:38][C:39]([N+:44]([O-:46])=[O:45])=[C:40]([O:42][CH3:43])[CH:41]=1. The catalyst is C(Cl)Cl. The product is [CH3:43][O:42][C:40]1[CH:41]=[C:14]([N:11]2[CH2:10][CH2:9][CH:8]([N:5]3[CH2:4][CH2:3][P:2](=[O:21])([CH3:1])[CH2:7][CH2:6]3)[CH2:13][CH2:12]2)[CH:37]=[CH:38][C:39]=1[N+:44]([O-:46])=[O:45]. The yield is 0.860. (3) The reactants are [CH3:1][O:2][CH2:3]/[CH:4]=[CH:5]/[CH2:6][O:7][C:8]1[CH:15]=[CH:14][CH:13]=[C:12]([N+:16]([O-])=O)[C:9]=1[C:10]#[N:11].CCO.O. The catalyst is CC(O)=O.[Fe]. The product is [NH2:16][C:12]1[CH:13]=[CH:14][CH:15]=[C:8]([O:7][CH2:6]/[CH:5]=[CH:4]/[CH2:3][O:2][CH3:1])[C:9]=1[C:10]#[N:11]. The yield is 0.860.